This data is from Full USPTO retrosynthesis dataset with 1.9M reactions from patents (1976-2016). The task is: Predict the reactants needed to synthesize the given product. (1) Given the product [Cl:12][C:13]1[C:22]2[C:17](=[CH:18][CH:19]=[C:20]([C:23]([C:25]3[C:26]([CH3:32])=[N:27][C:28]([CH3:31])=[CH:29][CH:30]=3)([C:6]3[N:2]([CH3:1])[N:3]=[N:4][CH:5]=3)[OH:24])[CH:21]=2)[N:16]=[C:15]([O:33][CH3:34])[C:14]=1[CH2:35][C:36]1[CH:37]=[CH:38][C:39]([C:42]([F:44])([F:43])[F:45])=[CH:40][CH:41]=1, predict the reactants needed to synthesize it. The reactants are: [CH3:1][N:2]1[CH:6]=[CH:5][N:4]=[N:3]1.C([Li])CCC.[Cl:12][C:13]1[C:22]2[C:17](=[CH:18][CH:19]=[C:20]([CH:23]([C:25]3[C:26]([CH3:32])=[N:27][C:28]([CH3:31])=[CH:29][CH:30]=3)[OH:24])[CH:21]=2)[N:16]=[C:15]([O:33][CH3:34])[C:14]=1[CH2:35][C:36]1[CH:41]=[CH:40][C:39]([C:42]([F:45])([F:44])[F:43])=[CH:38][CH:37]=1. (2) Given the product [CH2:1]([N:8]([CH2:27][CH2:28][C:29]([F:32])([F:31])[F:30])[C:9]1[CH:14]=[CH:13][C:12]([C:36]2[C:37]([C:38]([OH:40])=[O:39])=[CH:41][CH:42]=[C:43]([F:45])[CH:44]=2)=[CH:11][C:10]=1[NH:16][C:17]([NH:19][C:20]1[CH:25]=[CH:24][C:23]([CH3:26])=[CH:22][CH:21]=1)=[O:18])[C:2]1[CH:7]=[CH:6][CH:5]=[CH:4][CH:3]=1, predict the reactants needed to synthesize it. The reactants are: [CH2:1]([N:8]([CH2:27][CH2:28][C:29]([F:32])([F:31])[F:30])[C:9]1[CH:14]=[CH:13][C:12](Br)=[CH:11][C:10]=1[NH:16][C:17]([NH:19][C:20]1[CH:25]=[CH:24][C:23]([CH3:26])=[CH:22][CH:21]=1)=[O:18])[C:2]1[CH:7]=[CH:6][CH:5]=[CH:4][CH:3]=1.B([C:36]1[CH:44]=[C:43]([F:45])[CH:42]=[CH:41][C:37]=1[C:38]([OH:40])=[O:39])(O)O.C(=O)([O-])[O-].[K+].[K+].CC(O)=O. (3) Given the product [N:1]1[C:10]2[C:5](=[CH:6][CH:7]=[CH:8][N:9]=2)[CH:4]=[CH:3][C:2]=1[NH2:11], predict the reactants needed to synthesize it. The reactants are: [N:1]1[C:10]2[C:5](=[CH:6][CH:7]=[CH:8][N:9]=2)[CH:4]=[CH:3][CH:2]=1.[NH2-:11].[K+]. (4) Given the product [CH3:1][O:2][C:3]([C@H:4]1[C@H:5]([CH3:6])[O:7][C@@H:28]([CH2:29][I:44])[CH2:27][N:8]1[S:9][C:12]1[CH:17]=[CH:16][C:15]([O:18][CH2:19][C:20]2[CH:25]=[CH:24][C:23]([F:26])=[CH:22][CH:21]=2)=[CH:14][CH:13]=1)=[O:30], predict the reactants needed to synthesize it. The reactants are: [CH3:1][O:2][C:3](=[O:30])[C@H:4]([N:8]([CH2:27][CH:28]=[CH2:29])[S:9]([C:12]1[CH:17]=[CH:16][C:15]([O:18][CH2:19][C:20]2[CH:25]=[CH:24][C:23]([F:26])=[CH:22][CH:21]=2)=[CH:14][CH:13]=1)(=O)=O)[C@@H:5]([OH:7])[CH3:6].C(=O)([O-])[O-].[K+].[K+].FC(F)(F)C([O-])=O.[I:44]I. (5) Given the product [NH2:14][C:15]1[CH:22]=[C:21]([O:23][CH3:24])[CH:20]=[CH:19][C:16]=1[C:17]([C:1]1[CH:6]=[CH:5][CH:4]=[CH:3][CH:2]=1)=[O:11], predict the reactants needed to synthesize it. The reactants are: [C:1]1([Mg]Br)[CH:6]=[CH:5][CH:4]=[CH:3][CH:2]=1.C([O:11]CC)C.[NH2:14][C:15]1[CH:22]=[C:21]([O:23][CH3:24])[CH:20]=[CH:19][C:16]=1[C:17]#N.Cl.[OH-].[Na+]. (6) Given the product [Br:1][C:2]1[CH:3]=[CH:4][C:5]([CH:8]([CH2:19][CH2:20][CH2:21][CH3:22])[CH2:9][C:10]([C:12]2[CH:13]=[CH:14][C:15](=[O:18])[N:16]([CH3:25])[CH:17]=2)=[O:11])=[CH:6][CH:7]=1, predict the reactants needed to synthesize it. The reactants are: [Br:1][C:2]1[CH:7]=[CH:6][C:5]([CH:8]([CH2:19][CH2:20][CH2:21][CH3:22])[CH2:9][C:10]([C:12]2[CH:13]=[CH:14][C:15](=[O:18])[NH:16][CH:17]=2)=[O:11])=[CH:4][CH:3]=1.IC.[C:25](=O)([O-])[O-].[K+].[K+].